Dataset: Reaction yield outcomes from USPTO patents with 853,638 reactions. Task: Predict the reaction yield, written as a fraction of the theoretical maximum amount of product (1.0 means a 100% yield; for example, 0.34 means a 34% yield). (1) The reactants are [CH2:1]([NH:3][C:4](=[O:36])[NH:5][C:6]1[CH:11]=[CH:10][C:9]([C:12]2[N:13]=[C:14]([N:29]3[CH2:34][CH2:33][O:32][CH2:31][C@@H:30]3[CH3:35])[C:15]3[CH2:21]C[N:19]([C:22]([O:24][C:25]([CH3:28])(C)C)=[O:23])[CH2:18][C:16]=3[N:17]=2)=[CH:8][CH:7]=1)[CH3:2].Cl[C:38]1[N:39]=[C:40](N2CCOC[C@@H]2C)[C:41]2CN(C(OCC)=O)CC=2N=1.N1C=CC(NC(NC2C=CC(B3OC(C)(C)C(C)(C)O3)=CC=2)=O)=CC=1. The product is [CH3:35][C@@H:30]1[N:29]([C:14]2[C:15]3[CH2:21][N:19]([C:22]([O:24][CH2:25][CH3:28])=[O:23])[CH2:18][C:16]=3[N:17]=[C:12]([C:9]3[CH:10]=[CH:11][C:6]([NH:5][C:4]([NH:3][C:1]4[CH:41]=[CH:40][N:39]=[CH:38][CH:2]=4)=[O:36])=[CH:7][CH:8]=3)[N:13]=2)[CH2:34][CH2:33][O:32][CH2:31]1. The yield is 0.490. The catalyst is C1C=CC(P(C2C=CC=CC=2)[C-]2C=CC=C2)=CC=1.C1C=CC(P(C2C=CC=CC=2)[C-]2C=CC=C2)=CC=1.Cl[Pd]Cl.[Fe+2]. (2) The yield is 0.650. The product is [CH3:1][O:2][C:3]1[CH:4]=[C:5]([C:19]2[CH:20]=[N:21][CH:22]=[CH:23][CH:24]=2)[CH:6]=[CH:7][CH:8]=1. The catalyst is O. The reactants are [CH3:1][O:2][C:3]1[CH:4]=[C:5](B(O)O)[CH:6]=[CH:7][CH:8]=1.C(=O)([O-])[O-].[Na+].[Na+].Br[C:19]1[CH:20]=[N:21][CH:22]=[CH:23][CH:24]=1.